This data is from Catalyst prediction with 721,799 reactions and 888 catalyst types from USPTO. The task is: Predict which catalyst facilitates the given reaction. (1) Reactant: [CH:1]([O:4][C:5](=[O:16])[C:6]1[CH:11]=[CH:10][C:9]([C:12]([F:15])([F:14])[F:13])=[CH:8][CH:7]=1)([CH3:3])[CH3:2].C([O:20][B:21](OC(C)C)[O:22]C(C)C)(C)C.[Li+].CC([N-]C(C)C)C.Cl. Product: [CH:1]([O:4][C:5](=[O:16])[C:6]1[CH:11]=[CH:10][C:9]([C:12]([F:14])([F:15])[F:13])=[CH:8][C:7]=1[B:21]([OH:22])[OH:20])([CH3:3])[CH3:2]. The catalyst class is: 165. (2) Reactant: [Cl:1][C:2]1[C:3]([F:28])=[C:4]([CH:8]2[C:12]([C:15]3[CH:20]=[CH:19][C:18]([Cl:21])=[CH:17][C:16]=3[F:22])([C:13]#[N:14])[CH:11]([CH2:23][C:24]([CH3:27])([CH3:26])[CH3:25])[CH2:10][NH:9]2)[CH:5]=[CH:6][CH:7]=1.CCN(C(C)C)C(C)C.Cl.[N:39]1[CH:44]=[CH:43][CH:42]=[C:41]([S:45](Cl)(=[O:47])=[O:46])[CH:40]=1. Product: [Cl:1][C:2]1[C:3]([F:28])=[C:4]([CH:8]2[C:12]([C:15]3[CH:20]=[CH:19][C:18]([Cl:21])=[CH:17][C:16]=3[F:22])([C:13]#[N:14])[CH:11]([CH2:23][C:24]([CH3:25])([CH3:27])[CH3:26])[CH2:10][N:9]2[S:45]([C:41]2[CH:40]=[N:39][CH:44]=[CH:43][CH:42]=2)(=[O:47])=[O:46])[CH:5]=[CH:6][CH:7]=1. The catalyst class is: 2. (3) Reactant: [OH:1][C:2]1[C:3]2[C:7]([CH:8]=[C:9]([C:11]([O:13][CH2:14][CH3:15])=[O:12])[CH:10]=1)=[N:6][N:5]([CH3:16])[CH:4]=2.C(=O)([O-])[O-].[Cs+].[Cs+].Cl[C:24]1[CH:29]=[CH:28][C:27]([S:30]([CH3:33])(=[O:32])=[O:31])=[CH:26][C:25]=1[C:34]([F:37])([F:36])[F:35]. Product: [CH3:16][N:5]1[CH:4]=[C:3]2[C:7]([CH:8]=[C:9]([C:11]([O:13][CH2:14][CH3:15])=[O:12])[CH:10]=[C:2]2[O:1][C:24]2[CH:29]=[CH:28][C:27]([S:30]([CH3:33])(=[O:31])=[O:32])=[CH:26][C:25]=2[C:34]([F:35])([F:37])[F:36])=[N:6]1. The catalyst class is: 590. (4) Reactant: [OH:1][C:2]1[CH:7]=[CH:6][CH:5]=[CH:4][C:3]=1[CH2:8][C:9]([N:11]1[CH2:16][CH2:15][CH:14]([C:17]2[CH:22]=[CH:21][CH:20]=[CH:19][C:18]=2[C:23]([F:26])([F:25])[F:24])[CH2:13][CH2:12]1)=[O:10].[H-].[Na+].[S:29](Cl)(=[O:32])(=[O:31])[NH2:30]. Product: [S:29](=[O:32])(=[O:31])([O:1][C:2]1[CH:7]=[CH:6][CH:5]=[CH:4][C:3]=1[CH2:8][C:9](=[O:10])[N:11]1[CH2:16][CH2:15][CH:14]([C:17]2[CH:22]=[CH:21][CH:20]=[CH:19][C:18]=2[C:23]([F:26])([F:24])[F:25])[CH2:13][CH2:12]1)[NH2:30]. The catalyst class is: 1. (5) Reactant: [CH3:1][C:2]1[CH:3]=[C:4]([CH:11]=[O:12])[CH:5]=[C:6]2[C:10]=1[NH:9][N:8]=[CH:7]2.CN(C1CCCCC1)C1CCCCC1.[CH3:27][O:28][CH2:29]Cl. Product: [CH3:27][O:28][CH2:29][N:8]1[CH:7]=[C:6]2[C:10]([C:2]([CH3:1])=[CH:3][C:4]([CH:11]=[O:12])=[CH:5]2)=[N:9]1. The catalyst class is: 54. (6) Product: [O:1]1[C:2]2([CH2:3][CH2:4][N:5]([C:8]3[CH:9]=[CH:10][C:11]([N:14]4[CH2:18][C@H:17]([CH2:19][NH:20][C:21](=[O:23])[CH3:22])[O:16][C:15]4=[O:24])=[CH:12][CH:13]=3)[CH2:6][CH2:7]2)[CH2:25][O:26][CH2:29]1. The catalyst class is: 48. Reactant: [OH:1][C:2]1([CH2:25][OH:26])[CH2:7][CH2:6][N:5]([C:8]2[CH:13]=[CH:12][C:11]([N:14]3[CH2:18][C@H:17]([CH2:19][NH:20][C:21](=[O:23])[CH3:22])[O:16][C:15]3=[O:24])=[CH:10][CH:9]=2)[CH2:4][CH2:3]1.C=O.[C:29]1(C)C=CC(S(O)(=O)=O)=CC=1.